From a dataset of Catalyst prediction with 721,799 reactions and 888 catalyst types from USPTO. Predict which catalyst facilitates the given reaction. (1) Reactant: [Cl:1][C:2]1[C:3]([F:16])=[C:4]([F:15])[CH:5]=[C:6]2[C:11]=1[N:10]=[C:9]([CH2:12]Cl)[NH:8][C:7]2=[O:14].[NH:17]1[CH2:21][CH2:20][CH2:19][CH2:18]1. Product: [Cl:1][C:2]1[C:3]([F:16])=[C:4]([F:15])[CH:5]=[C:6]2[C:11]=1[N:10]=[C:9]([CH2:12][N:17]1[CH2:21][CH2:20][CH2:19][CH2:18]1)[NH:8][C:7]2=[O:14]. The catalyst class is: 2. (2) Reactant: C(OC([N:8]1[C:16]2[C:11](=[CH:12][C:13]([C:17]3[C:26]([N:27]4[CH2:31][CH2:30][CH2:29][C@@H:28]4[CH3:32])=[N:25][C:24]4[C:19](=[CH:20][CH:21]=[C:22]([C:33]([O:35][CH3:36])=[O:34])[CH:23]=4)[N:18]=3)=[CH:14][CH:15]=2)[CH:10]=[N:9]1)=O)(C)(C)C.FC(F)(F)C(O)=O. Product: [NH:8]1[C:16]2[C:11](=[CH:12][C:13]([C:17]3[C:26]([N:27]4[CH2:31][CH2:30][CH2:29][C@@H:28]4[CH3:32])=[N:25][C:24]4[C:19](=[CH:20][CH:21]=[C:22]([C:33]([O:35][CH3:36])=[O:34])[CH:23]=4)[N:18]=3)=[CH:14][CH:15]=2)[CH:10]=[N:9]1. The catalyst class is: 4. (3) The catalyst class is: 2. Reactant: Cl.[O:2]=[S:3]1(=[O:10])[CH2:8][CH2:7][CH:6]([NH2:9])[CH2:5][CH2:4]1.[Br:11][C:12]1[S:16][C:15]([S:17](Cl)(=[O:19])=[O:18])=[CH:14][CH:13]=1.C(O)(=O)CC(CC(O)=O)(C(O)=O)O.CCOC(C)=O. Product: [Br:11][C:12]1[S:16][C:15]([S:17]([NH:9][CH:6]2[CH2:7][CH2:8][S:3](=[O:10])(=[O:2])[CH2:4][CH2:5]2)(=[O:19])=[O:18])=[CH:14][CH:13]=1.